Dataset: Full USPTO retrosynthesis dataset with 1.9M reactions from patents (1976-2016). Task: Predict the reactants needed to synthesize the given product. (1) Given the product [OH:25][C:22]1([C:10]2[S:6][C:7]([NH:11][C:12](=[O:15])[O:13][CH3:14])=[N:8][CH:9]=2)[CH2:23][CH2:24][C:19]2([O:18][CH2:17][CH2:16][O:26]2)[CH2:20][CH2:21]1, predict the reactants needed to synthesize it. The reactants are: C([Li])CCC.[S:6]1[CH:10]=[CH:9][N:8]=[C:7]1[NH:11][C:12](=[O:15])[O:13][CH3:14].[CH2:16]1[O:26][C:19]2([CH2:24][CH2:23][C:22](=[O:25])[CH2:21][CH2:20]2)[O:18][CH2:17]1.O. (2) Given the product [CH3:14][C:15]1[N:20]=[C:19]([S:21][CH2:3][C:4]2[N:8]([CH3:9])[C:7]3[CH:10]=[CH:11][CH:12]=[CH:13][C:6]=3[N:5]=2)[N:18]=[C:17]([OH:22])[CH:16]=1, predict the reactants needed to synthesize it. The reactants are: Br.Br[CH2:3][C:4]1[N:8]([CH3:9])[C:7]2[CH:10]=[CH:11][CH:12]=[CH:13][C:6]=2[N:5]=1.[CH3:14][C:15]1[N:20]=[C:19]([SH:21])[N:18]=[C:17]([OH:22])[CH:16]=1.C(N(CC)CC)C.